Dataset: Full USPTO retrosynthesis dataset with 1.9M reactions from patents (1976-2016). Task: Predict the reactants needed to synthesize the given product. (1) Given the product [CH2:1]([O:3][CH2:4][CH:5]([O:10][C:11]1[CH:16]=[C:15]([F:17])[CH:14]=[CH:13][C:12]=1[NH:18][C:19]1[C:20]2[C:27]([CH3:28])=[C:26]([C:29]([NH2:33])=[O:31])[S:25][C:21]=2[N:22]=[CH:23][N:24]=1)[CH2:6][O:7][CH2:8][CH3:9])[CH3:2], predict the reactants needed to synthesize it. The reactants are: [CH2:1]([O:3][CH2:4][CH:5]([O:10][C:11]1[CH:16]=[C:15]([F:17])[CH:14]=[CH:13][C:12]=1[NH:18][C:19]1[C:20]2[C:27]([CH3:28])=[C:26]([C:29]([OH:31])=O)[S:25][C:21]=2[N:22]=[CH:23][N:24]=1)[CH2:6][O:7][CH2:8][CH3:9])[CH3:2].C[N:33](C(ON1N=NC2C=CC=CC1=2)=[N+](C)C)C.[B-](F)(F)(F)F.CCN(C(C)C)C(C)C.N. (2) Given the product [CH2:34]([N:33]([C@H:5]([CH2:6][CH2:7][CH2:8][N:9]([CH2:11][C:12]1[CH:13]=[CH:14][C:15]([CH2:18][N:19]([CH2:27][C:28]2[NH:29][CH:30]=[CH:31][N:32]=2)[CH2:20][C:21]2[N:22]([CH3:26])[CH:23]=[CH:24][N:25]=2)=[CH:16][CH:17]=1)[CH3:10])[C:4]([OH:40])=[O:3])[CH2:37][CH2:38][CH3:39])[CH2:35][CH3:36], predict the reactants needed to synthesize it. The reactants are: C([O:3][C:4](=[O:40])[C@H:5]([N:33]([CH2:37][CH2:38][CH3:39])[CH2:34][CH2:35][CH3:36])[CH2:6][CH2:7][CH2:8][N:9]([CH2:11][C:12]1[CH:17]=[CH:16][C:15]([CH2:18][N:19]([CH2:27][C:28]2[NH:29][CH:30]=[CH:31][N:32]=2)[CH2:20][C:21]2[N:22]([CH3:26])[CH:23]=[CH:24][N:25]=2)=[CH:14][CH:13]=1)[CH3:10])C. (3) Given the product [O:1]1[C:5]2[CH:6]=[CH:7][C:8]([C:10]3([C:13]([NH:20][C:21]4[S:22][C:23]([CH:27]([C:35]5[CH:40]=[CH:39][CH:38]=[CH:37][C:36]=5[Cl:41])[NH:28][S@@:29]([C:31]([CH3:34])([CH3:32])[CH3:33])=[O:30])=[C:24]([CH3:26])[N:25]=4)=[O:15])[CH2:11][CH2:12]3)=[CH:9][C:4]=2[O:3][CH2:2]1, predict the reactants needed to synthesize it. The reactants are: [O:1]1[C:5]2[CH:6]=[CH:7][C:8]([C:10]3([C:13]([OH:15])=O)[CH2:12][CH2:11]3)=[CH:9][C:4]=2[O:3][CH2:2]1.O=S(Cl)Cl.[NH2:20][C:21]1[S:22][C:23]([CH:27]([C:35]2[CH:40]=[CH:39][CH:38]=[CH:37][C:36]=2[Cl:41])[NH:28][S@@:29]([C:31]([CH3:34])([CH3:33])[CH3:32])=[O:30])=[C:24]([CH3:26])[N:25]=1.CCN(CC)CC. (4) Given the product [F:1][B-:2]([F:5])([F:4])[F:3].[F:7][C:8]1[CH:13]=[CH:12][C:11]([C@@H:14]([N:16]2[CH2:21][CH2:20][CH2:19]/[C:18](=[CH:22]\[C:23]3[CH:28]=[CH:27][C:26]([N:29]4[CH:33]=[C:32]([CH3:34])[N:31]=[CH:30]4)=[C:25]([O:35][CH3:36])[CH:24]=3)/[C:17]2=[O:37])[CH3:15])=[CH:10][CH:9]=1, predict the reactants needed to synthesize it. The reactants are: [F:1][B-:2]([F:5])([F:4])[F:3].[H+].[F:7][C:8]1[CH:13]=[CH:12][C:11]([C@@H:14]([N:16]2[CH2:21][CH2:20][CH2:19]/[C:18](=[CH:22]\[C:23]3[CH:28]=[CH:27][C:26]([N:29]4[CH:33]=[C:32]([CH3:34])[N:31]=[CH:30]4)=[C:25]([O:35][CH3:36])[CH:24]=3)/[C:17]2=[O:37])[CH3:15])=[CH:10][CH:9]=1. (5) Given the product [O:31]1[CH2:32][CH2:33][N:28]([C:25]2[CH:26]=[CH:27][C:22]([NH:20][C:18]3[N:19]=[C:12]4[C:11]([C:9]5[CH:8]=[N:7][C:3]6=[N:4][CH:5]=[CH:6][N:1]=[C:2]6[CH:10]=5)=[N:16][CH:15]=[CH:14][N:13]4[N:17]=3)=[CH:23][CH:24]=2)[CH2:29][CH2:30]1, predict the reactants needed to synthesize it. The reactants are: [N:1]1[CH:6]=[CH:5][N:4]=[C:3]2[N:7]=[CH:8][C:9]([C:11]3[C:12]4[N:13]([N:17]=[C:18]([NH2:20])[N:19]=4)[CH:14]=[CH:15][N:16]=3)=[CH:10][C:2]=12.Cl[C:22]1[CH:27]=[CH:26][C:25]([N:28]2[CH2:33][CH2:32][O:31][CH2:30][CH2:29]2)=[CH:24][CH:23]=1.CC(C1C=C(C(C)C)C(C2C(P(C3CCCCC3)C3CCCCC3)=C(OC)C=CC=2OC)=C(C(C)C)C=1)C. (6) Given the product [N:16]1[CH:21]=[CH:20][CH:19]=[CH:18][C:17]=1[CH2:22][CH2:23][N:24]1[CH2:29][CH2:28][N:27]([C:2]2[C:10]3[O:9][C:8]([C:11]([O:13][CH2:14][CH3:15])=[O:12])=[CH:7][C:6]=3[CH:5]=[CH:4][CH:3]=2)[CH2:26][CH2:25]1, predict the reactants needed to synthesize it. The reactants are: Br[C:2]1[C:10]2[O:9][C:8]([C:11]([O:13][CH2:14][CH3:15])=[O:12])=[CH:7][C:6]=2[CH:5]=[CH:4][CH:3]=1.[N:16]1[CH:21]=[CH:20][CH:19]=[CH:18][C:17]=1[CH2:22][CH2:23][N:24]1[CH2:29][CH2:28][NH:27][CH2:26][CH2:25]1.C(=O)([O-])[O-].[Cs+].[Cs+].C1(P(C2CCCCC2)C2C=CC=CC=2C2C(C(C)C)=CC(C(C)C)=CC=2C(C)C)CCCCC1. (7) The reactants are: [Cl:1][C:2]1[CH:20]=[CH:19][CH:18]=[CH:17][C:3]=1[C:4]([NH:6][CH2:7][CH2:8][NH:9]C(=O)OC(C)(C)C)=[O:5].O1CCOCC1.Cl. Given the product [ClH:1].[NH2:9][CH2:8][CH2:7][NH:6][C:4](=[O:5])[C:3]1[CH:17]=[CH:18][CH:19]=[CH:20][C:2]=1[Cl:1], predict the reactants needed to synthesize it. (8) Given the product [F:1][C:2]1[CH:7]=[C:6]([F:8])[CH:5]=[CH:4][C:3]=1[C:9]1[S:13][C:12]([NH:14][C:26](=[O:27])[CH2:25][CH:22]2[CH2:23][CH2:24][N:19]3[C:18](=[O:29])[O:17][C:16]([CH3:15])([CH3:30])[CH:20]3[CH2:21]2)=[N:11][N:10]=1, predict the reactants needed to synthesize it. The reactants are: [F:1][C:2]1[CH:7]=[C:6]([F:8])[CH:5]=[CH:4][C:3]=1[C:9]1[S:13][C:12]([NH2:14])=[N:11][N:10]=1.[CH3:15][C:16]1([CH3:30])[CH:20]2[CH2:21][CH:22]([CH2:25][C:26](O)=[O:27])[CH2:23][CH2:24][N:19]2[C:18](=[O:29])[O:17]1.